From a dataset of Catalyst prediction with 721,799 reactions and 888 catalyst types from USPTO. Predict which catalyst facilitates the given reaction. (1) Reactant: [Li][C:2]([CH3:5])(C)[CH3:3].C([O:9][C:10]1[C:15]([CH3:16])=[CH:14][CH:13]=[CH:12][C:11]=1Br)C=C.CN(CCN(C)C)C.O. Product: [CH:5]1([C:11]2[CH:12]=[CH:13][CH:14]=[C:15]([CH3:16])[C:10]=2[OH:9])[CH2:2][CH2:3]1. The catalyst class is: 27. (2) Reactant: C[O:2][CH:3](OC)[CH2:4][N:5]1[C:9]2[C:10]([C:14]([O:16][CH3:17])=[O:15])=[CH:11][CH:12]=[CH:13][C:8]=2[NH:7][S:6]1(=[O:19])=[O:18].O.FC(F)(F)C(O)=O. Product: [O:2]=[CH:3][CH2:4][N:5]1[C:9]2[C:10]([C:14]([O:16][CH3:17])=[O:15])=[CH:11][CH:12]=[CH:13][C:8]=2[NH:7][S:6]1(=[O:18])=[O:19]. The catalyst class is: 2.